Dataset: Full USPTO retrosynthesis dataset with 1.9M reactions from patents (1976-2016). Task: Predict the reactants needed to synthesize the given product. (1) Given the product [C:17]1([N:15]2[CH:16]=[C:12]([CH2:10][OH:9])[CH:13]=[N:14]2)[CH:22]=[CH:21][CH:20]=[CH:19][CH:18]=1, predict the reactants needed to synthesize it. The reactants are: [H-].[Al+3].[Li+].[H-].[H-].[H-].C([O:9][C:10]([C:12]1[CH:13]=[N:14][N:15]([C:17]2[CH:22]=[CH:21][CH:20]=[CH:19][CH:18]=2)[CH:16]=1)=O)C.[OH-].[Na+].S([O-])([O-])(=O)=O.[Na+].[Na+]. (2) Given the product [CH2:1]([O:8][C:9]([N:11]1[CH2:12][CH2:13][CH:14]([N:17]([C:18]2[CH:23]=[CH:22][CH:21]=[CH:20][CH:19]=2)[C:24](=[O:27])[CH2:25][CH3:26])[CH2:15][CH2:16]1)=[O:10])[C:2]1[CH:3]=[CH:4][CH:5]=[CH:6][CH:7]=1, predict the reactants needed to synthesize it. The reactants are: [CH2:1]([O:8][C:9]([N:11]1[CH2:16][CH2:15][CH:14]([NH:17][C:18]2[CH:23]=[CH:22][CH:21]=[CH:20][CH:19]=2)[CH2:13][CH2:12]1)=[O:10])[C:2]1[CH:7]=[CH:6][CH:5]=[CH:4][CH:3]=1.[C:24](Cl)(=[O:27])[CH2:25][CH3:26].